From a dataset of Forward reaction prediction with 1.9M reactions from USPTO patents (1976-2016). Predict the product of the given reaction. (1) The product is: [OH:35][NH:36][C:7](=[O:8])[CH2:6][CH2:5][CH2:4][CH2:3][C:2]([CH3:21])([CH3:1])[CH:10]([O:19][CH3:20])[C:11]1[CH:16]=[CH:15][C:14]([O:17][CH3:18])=[CH:13][CH:12]=1. Given the reactants [CH3:1][C:2]([CH3:21])([CH:10]([O:19][CH3:20])[C:11]1[CH:16]=[CH:15][C:14]([O:17][CH3:18])=[CH:13][CH:12]=1)[CH2:3][CH2:4][CH2:5][CH2:6][C:7](O)=[O:8].Cl.CN(C)CCCN=C=NCC.O.[OH:35][N:36]1C2C=CC=CC=2N=N1.NOC1CCCCO1.C12(CS(O)(=O)=O)C(C)(C)C(CC1)CC2=O, predict the reaction product. (2) Given the reactants [CH3:1]OP(C(=[N+]=[N-])C(=O)C)(=O)OC.[F:13][C:14]([F:25])([F:24])[O:15][C:16]1[CH:23]=[CH:22][CH:21]=[CH:20][C:17]=1[CH:18]=O.C([O-])([O-])=O.[K+].[K+], predict the reaction product. The product is: [C:18]([C:17]1[CH:20]=[CH:21][CH:22]=[CH:23][C:16]=1[O:15][C:14]([F:25])([F:24])[F:13])#[CH:1]. (3) Given the reactants Br[CH2:2][C:3]1[CH:4]=[C:5]([CH2:9][CH2:10][OH:11])[CH:6]=[CH:7][CH:8]=1.FC(F)(F)C(O)=O.[CH3:19][C:20]1[S:24][C:23]([C:25]([N:27]2[CH2:32][C:31]3([CH2:37][CH2:36][NH:35][CH2:34][CH2:33]3)[O:30][CH2:29][CH2:28]2)=[O:26])=[CH:22][CH:21]=1.C(N(CC)CC)C, predict the reaction product. The product is: [OH:11][CH2:10][CH2:9][C:5]1[CH:4]=[C:3]([CH:8]=[CH:7][CH:6]=1)[CH2:2][N:35]1[CH2:36][CH2:37][C:31]2([O:30][CH2:29][CH2:28][N:27]([C:25]([C:23]3[S:24][C:20]([CH3:19])=[CH:21][CH:22]=3)=[O:26])[CH2:32]2)[CH2:33][CH2:34]1. (4) Given the reactants Cl[O-].[Na+].[CH3:4][O:5][CH:6]([CH2:11][CH2:12][CH:13]=[CH2:14])[CH2:7][CH:8]=[N:9][OH:10].S([O-])([O-])(=O)=S.[Na+].[Na+], predict the reaction product. The product is: [CH3:4][O:5][C@@H:6]1[CH2:7][C:8]2=[N:9][O:10][CH2:14][C@@H:13]2[CH2:12][CH2:11]1.